This data is from Catalyst prediction with 721,799 reactions and 888 catalyst types from USPTO. The task is: Predict which catalyst facilitates the given reaction. Reactant: [CH2:1]([O:8][CH2:9][C@@H:10]1[O:15][CH2:14][CH2:13][NH:12][CH2:11]1)[C:2]1[CH:7]=[CH:6][CH:5]=[CH:4][CH:3]=1.C([O-])([O-])=O.[K+].[K+].[CH3:22][C:23]([O:26][C:27](O[C:27]([O:26][C:23]([CH3:25])([CH3:24])[CH3:22])=[O:28])=[O:28])([CH3:25])[CH3:24]. Product: [CH2:1]([O:8][CH2:9][C@@H:10]1[O:15][CH2:14][CH2:13][N:12]([C:27]([O:26][C:23]([CH3:25])([CH3:24])[CH3:22])=[O:28])[CH2:11]1)[C:2]1[CH:3]=[CH:4][CH:5]=[CH:6][CH:7]=1. The catalyst class is: 95.